This data is from CYP2C9 inhibition data for predicting drug metabolism from PubChem BioAssay. The task is: Regression/Classification. Given a drug SMILES string, predict its absorption, distribution, metabolism, or excretion properties. Task type varies by dataset: regression for continuous measurements (e.g., permeability, clearance, half-life) or binary classification for categorical outcomes (e.g., BBB penetration, CYP inhibition). Dataset: cyp2c9_veith. (1) The compound is CN(C(=O)C(Cl)Cl)c1ccc(OC(=O)c2ccco2)cc1. The result is 0 (non-inhibitor). (2) The result is 0 (non-inhibitor). The molecule is CCOC(=O)CNC(=O)c1cccnc1.Cl. (3) The compound is C/C(CCN1CCc2nc(-c3ccccc3)c(-c3ccccc3)cc2C1)=N\O[C@@H](C)c1cn([C@H](CO)Cc2ccccc2)nn1. The result is 0 (non-inhibitor).